This data is from Reaction yield outcomes from USPTO patents with 853,638 reactions. The task is: Predict the reaction yield, written as a fraction of the theoretical maximum amount of product (1.0 means a 100% yield; for example, 0.34 means a 34% yield). (1) The reactants are [Cl:1][C:2]1[C:7]([C:8]2[N:9]=[C:10]([CH:20]3[CH2:25][CH2:24][O:23][CH2:22][CH2:21]3)[S:11][C:12]=2[C:13]2[CH:18]=[CH:17][N:16]=[C:15](Cl)[N:14]=2)=[CH:6][CH:5]=[CH:4][C:3]=1[NH:26][S:27]([C:30]1[C:35]([F:36])=[CH:34][CH:33]=[CH:32][C:31]=1[F:37])(=[O:29])=[O:28].C([O-])=O.[NH4+]. The catalyst is CCOC(C)=O.CO.[OH-].[OH-].[Pd+2]. The product is [Cl:1][C:2]1[C:7]([C:8]2[N:9]=[C:10]([CH:20]3[CH2:25][CH2:24][O:23][CH2:22][CH2:21]3)[S:11][C:12]=2[C:13]2[CH:18]=[CH:17][N:16]=[CH:15][N:14]=2)=[CH:6][CH:5]=[CH:4][C:3]=1[NH:26][S:27]([C:30]1[C:35]([F:36])=[CH:34][CH:33]=[CH:32][C:31]=1[F:37])(=[O:28])=[O:29]. The yield is 0.383. (2) The reactants are [CH2:1]([C:5]1[N:9]([CH2:10][C:11]2[CH:16]=[CH:15][C:14]([C:17]3[C:18]([C:23]#[N:24])=[CH:19][CH:20]=[CH:21][CH:22]=3)=[CH:13][CH:12]=2)[C:8](=[O:25])[NH:7][N:6]=1)[CH2:2][CH2:3][CH3:4].[H-].[Na+].CN(C)C=O.I[CH2:34][C:35]([CH3:38])([CH3:37])[CH3:36]. The catalyst is C(OCC)(=O)C. The product is [CH2:1]([C:5]1[N:9]([CH2:10][C:11]2[CH:16]=[CH:15][C:14]([C:17]3[C:18]([C:23]#[N:24])=[CH:19][CH:20]=[CH:21][CH:22]=3)=[CH:13][CH:12]=2)[C:8](=[O:25])[N:7]([CH2:34][C:35]([CH3:38])([CH3:37])[CH3:36])[N:6]=1)[CH2:2][CH2:3][CH3:4]. The yield is 0.500. (3) The reactants are [Cl:1][C:2]1[CH:7]=[CH:6][C:5]([S:8](Cl)(=[O:10])=[O:9])=[CH:4][C:3]=1[N+:12]([O-:14])=[O:13].Cl.[Cl:16][C:17]1[C:21]([CH2:22][NH:23][CH3:24])=[CH:20][S:19][C:18]=1[C:25]([N:27]1[C:32]2[CH:33]=[CH:34][CH:35]=[CH:36][C:31]=2[O:30][CH2:29][CH2:28]1)=[O:26].C(N(CC)CC)C. The catalyst is ClCCl. The product is [Cl:16][C:17]1[C:21]([CH2:22][N:23]([S:8]([C:5]2[CH:6]=[CH:7][C:2]([Cl:1])=[C:3]([N+:12]([O-:14])=[O:13])[CH:4]=2)(=[O:10])=[O:9])[CH3:24])=[CH:20][S:19][C:18]=1[C:25]([N:27]1[C:32]2[CH:33]=[CH:34][CH:35]=[CH:36][C:31]=2[O:30][CH2:29][CH2:28]1)=[O:26]. The yield is 0.760. (4) The reactants are [C:1]([C:4]1[CH:9]=[CH:8][CH:7]=[CH:6][C:5]=1[NH:10][C:11](=O)[C:12]1[CH:17]=[CH:16][C:15]([F:18])=[CH:14][CH:13]=1)(=[O:3])[CH3:2].CC(C)([O-])C.[K+]. The catalyst is C(O)(C)(C)C. The product is [F:18][C:15]1[CH:16]=[CH:17][C:12]([C:11]2[NH:10][C:5]3[C:4]([C:1](=[O:3])[CH:2]=2)=[CH:9][CH:8]=[CH:7][CH:6]=3)=[CH:13][CH:14]=1. The yield is 0.650. (5) The reactants are Cl.[N:2]1([CH2:8][C@@H:9]2[CH2:14][CH2:13][CH2:12][CH2:11][C@H:10]2[NH2:15])[CH2:7][CH2:6][CH2:5][CH2:4][CH2:3]1.[N:16]1([C:21]2[CH:29]=[CH:28][C:24]([C:25](O)=[O:26])=[CH:23][N:22]=2)[CH:20]=[CH:19][CH:18]=[N:17]1.CN(C(ON1N=NC2C=CC=NC1=2)=[N+](C)C)C.F[P-](F)(F)(F)(F)F.C(N(C(C)C)CC)(C)C. The catalyst is CN(C=O)C. The product is [N:2]1([CH2:8][C@@H:9]2[CH2:14][CH2:13][CH2:12][CH2:11][C@H:10]2[NH:15][C:25](=[O:26])[C:24]2[CH:28]=[CH:29][C:21]([N:16]3[CH:20]=[CH:19][CH:18]=[N:17]3)=[N:22][CH:23]=2)[CH2:7][CH2:6][CH2:5][CH2:4][CH2:3]1. The yield is 0.710.